Task: Predict the reaction yield, written as a fraction of the theoretical maximum amount of product (1.0 means a 100% yield; for example, 0.34 means a 34% yield).. Dataset: Reaction yield outcomes from USPTO patents with 853,638 reactions (1) The reactants are Br[C:2]1[CH:3]=[C:4]([CH:7]=[CH:8][CH:9]=1)[C:5]#[N:6].CC(C)=O.C(=O)=O.[Li]CCCC.[C:22]([N:26]1[C:30]([NH:31][C:32](=[O:37])[C:33]([F:36])([F:35])[F:34])=[CH:29][C:28]([CH:38]2[CH2:41][C:40](=[O:42])[CH2:39]2)=[N:27]1)([CH3:25])([CH3:24])[CH3:23]. The catalyst is C1COCC1. The product is [C:22]([N:26]1[C:30]([NH:31][C:32](=[O:37])[C:33]([F:36])([F:34])[F:35])=[CH:29][C:28]([CH:38]2[CH2:41][C:40]([C:2]3[CH:9]=[CH:8][CH:7]=[C:4]([C:5]#[N:6])[CH:3]=3)([OH:42])[CH2:39]2)=[N:27]1)([CH3:25])([CH3:23])[CH3:24]. The yield is 0.980. (2) The yield is 0.970. The catalyst is C(Cl)Cl.O. The reactants are C([N:8]1[CH2:13][CH2:12][CH:11]([CH2:14][NH2:15])[CH2:10][CH2:9]1)(OC(C)(C)C)=O.CCN(C(C)C)C(C)C.[F:25][C:26]([F:41])([F:40])[C:27]1[CH:28]=[C:29]([CH:33]=[C:34]([C:36]([F:39])([F:38])[F:37])[CH:35]=1)[C:30](Cl)=[O:31].Cl. The product is [NH:8]1[CH2:9][CH2:10][CH:11]([CH2:14][NH:15][C:30](=[O:31])[C:29]2[CH:33]=[C:34]([C:36]([F:37])([F:38])[F:39])[CH:35]=[C:27]([C:26]([F:25])([F:40])[F:41])[CH:28]=2)[CH2:12][CH2:13]1. (3) The yield is 0.960. The product is [CH2:1]([P:3]([C:16]([C:10]1[CH:15]=[CH:14][CH:13]=[CH:12][CH:11]=1)=[CH2:17])(=[O:9])[O:4][CH2:5][CH2:6][CH2:7][CH3:8])[CH3:2]. The reactants are [CH2:1]([P:3]([O-:9])[O:4][CH2:5][CH2:6][CH2:7][CH3:8])[CH3:2].[C:10]1([C:16]#[CH:17])[CH:15]=[CH:14][CH:13]=[CH:12][CH:11]=1. The catalyst is C1(C)C=CC=CC=1. (4) The reactants are CC([O-])(CC)C.[K+].Cl[C:9]1[C:14]([CH2:15][N:16]([CH3:26])[CH2:17][CH:18]([C:20]2[S:21][C:22]([CH3:25])=[CH:23][N:24]=2)[OH:19])=[CH:13][CH:12]=[C:11]([Cl:27])[N:10]=1. The catalyst is C1(C)C=CC=CC=1. The product is [Cl:27][C:11]1[CH:12]=[CH:13][C:14]2[CH2:15][N:16]([CH3:26])[CH2:17][CH:18]([C:20]3[S:21][C:22]([CH3:25])=[CH:23][N:24]=3)[O:19][C:9]=2[N:10]=1. The yield is 0.500. (5) The reactants are [CH3:1][CH2:2][O-:3].[Na+].[CH2:5]([OH:7])[CH3:6].[Cl:8][C:9]1[C:14]([C:15]#[N:16])=[CH:13][N:12]=[C:11]([Cl:17])[CH:10]=1. The catalyst is CN(C)C=O.O. The product is [Cl:17][C:11]1[CH:10]=[C:9]([O:3][CH2:2][CH3:1])[C:14]([C:15]#[N:16])=[CH:13][N:12]=1.[Cl:8][C:9]1[C:14]([C:15]#[N:16])=[CH:13][N:12]=[C:11]([O:7][CH2:5][CH3:6])[CH:10]=1. The yield is 0.580. (6) The reactants are [C:1]([O:5][C:6]([N:8]1[CH2:12][C@@H:11]([O:13][C:14]2[CH:23]=[CH:22][C:21]3[C:16](=[CH:17][CH:18]=[CH:19][CH:20]=3)[CH:15]=2)[CH2:10][C@H:9]1[CH2:24][OH:25])=[O:7])([CH3:4])([CH3:3])[CH3:2].O[C:27]1[CH:36]=[CH:35][C:30]([C:31]([O:33][CH3:34])=[O:32])=[CH:29][CH:28]=1.C1C=CC(P(C2C=CC=CC=2)C2C=CC=CC=2)=CC=1.CC(OC(/N=N/C(OC(C)C)=O)=O)C. The catalyst is C1COCC1. The product is [C:1]([O:5][C:6]([N:8]1[CH2:12][C@@H:11]([O:13][C:14]2[CH:23]=[CH:22][C:21]3[C:16](=[CH:17][CH:18]=[CH:19][CH:20]=3)[CH:15]=2)[CH2:10][C@H:9]1[CH2:24][O:25][C:27]1[CH:36]=[CH:35][C:30]([C:31]([O:33][CH3:34])=[O:32])=[CH:29][CH:28]=1)=[O:7])([CH3:4])([CH3:3])[CH3:2]. The yield is 0.930. (7) The reactants are [Br:1][C:2]1[CH:3]=[C:4]([CH:8]([NH:15][CH3:16])[CH2:9][N:10]2[CH2:14][CH2:13][CH2:12][CH2:11]2)[CH:5]=[CH:6][CH:7]=1.[Cl:17][C:18]1[CH:19]=[C:20]([N:25]([CH3:30])[CH2:26][C:27]([OH:29])=O)[CH:21]=[CH:22][C:23]=1[Cl:24].C(N(CC)CC)C.O. The catalyst is CN(C)C=O. The product is [Br:1][C:2]1[CH:3]=[C:4]([CH:8]([N:15]([CH3:16])[C:27](=[O:29])[CH2:26][N:25]([C:20]2[CH:21]=[CH:22][C:23]([Cl:24])=[C:18]([Cl:17])[CH:19]=2)[CH3:30])[CH2:9][N:10]2[CH2:11][CH2:12][CH2:13][CH2:14]2)[CH:5]=[CH:6][CH:7]=1. The yield is 0.540. (8) The reactants are [CH2:1]([C:5]1(C)[CH2:14][C:13]2[C:8](=[CH:9][CH:10]=[CH:11][CH:12]=2)[CH:7]=[N:6]1)[CH:2]([CH3:4])[CH3:3].[BH4-].[Na+].Cl.[CH3:19]O. No catalyst specified. The product is [CH2:1]([CH:5]1[CH2:14][C:13]2[C:8](=[CH:9][C:10]([CH3:19])=[CH:11][CH:12]=2)[CH2:7][NH:6]1)[CH:2]([CH3:3])[CH3:4]. The yield is 0.960. (9) The reactants are [F:1][C:2]1[CH:10]=[C:9]2[C:5]([C:6]([C:20]3[CH:21]=[CH:22][C:23]([NH:26][C:27](=[O:33])[O:28][C:29]([CH3:32])([CH3:31])[CH3:30])=[N:24][CH:25]=3)=[CH:7][N:8]2[S:11]([C:14]2[CH:19]=[CH:18][CH:17]=[CH:16][CH:15]=2)(=[O:13])=[O:12])=[CH:4][CH:3]=1.[F:34]C1C=C2C(=CC=1F)N(S(C1C=CC=CC=1)(=O)=O)C=C2I. No catalyst specified. The product is [F:34][C:3]1[CH:4]=[C:5]2[C:9](=[CH:10][C:2]=1[F:1])[N:8]([S:11]([C:14]1[CH:15]=[CH:16][CH:17]=[CH:18][CH:19]=1)(=[O:13])=[O:12])[CH:7]=[C:6]2[C:20]1[CH:21]=[CH:22][C:23]([NH:26][C:27](=[O:33])[O:28][C:29]([CH3:30])([CH3:32])[CH3:31])=[N:24][CH:25]=1. The yield is 0.920. (10) The catalyst is CN(C)C=O. The yield is 0.610. The product is [Br:12][C:13]1[CH2:14][C:15]([C:23]2[CH:28]=[C:27]([Cl:29])[CH:26]=[C:25]([Cl:30])[CH:24]=2)([C:19]([F:22])([F:20])[F:21])[O:16][CH:17]=1. The reactants are N12CCCN=C1CCCCC2.[Br:12][CH:13]1[CH:17](Br)[O:16][C:15]([C:23]2[CH:28]=[C:27]([Cl:29])[CH:26]=[C:25]([Cl:30])[CH:24]=2)([C:19]([F:22])([F:21])[F:20])[CH2:14]1.